From a dataset of Full USPTO retrosynthesis dataset with 1.9M reactions from patents (1976-2016). Predict the reactants needed to synthesize the given product. (1) Given the product [C:1]([C:5]1[CH:10]=[CH:9][C:8]([CH2:17][NH:16][C:14](=[O:15])[CH2:13][Cl:12])=[C:7]([OH:11])[CH:6]=1)([CH3:4])([CH3:2])[CH3:3], predict the reactants needed to synthesize it. The reactants are: [C:1]([C:5]1[CH:6]=[C:7]([OH:11])[CH:8]=[CH:9][CH:10]=1)([CH3:4])([CH3:3])[CH3:2].[Cl:12][CH2:13][C:14]([NH:16][CH2:17]O)=[O:15].OS(O)(=O)=O.C([O-])(O)=O.[Na+]. (2) Given the product [C:65]([O:64][C@@H:46]1[C@@H:47]([O:60][C:61](=[O:62])[CH3:63])[C@H:48]([O:56][C:57](=[O:58])[CH3:59])[C@@H:49]([CH2:51][O:52][C:53](=[O:54])[CH3:55])[O:50][C@@H:45]1[O:44][C@@H:7]1[C@@H:6]([CH2:5][O:4][C:2](=[O:3])[CH3:1])[O:11][C@H:10]([O:12][C@@H:13]2[C@@H:14]([CH2:31][O:32][C:33](=[O:34])[CH3:35])[O:15][C@H:16]([Br:68])[C@H:17]([O:23][C:24](=[O:25])[CH3:26])[C@H:18]2[O:19][C:20](=[O:21])[CH3:22])[C@H:9]([O:36][C:37](=[O:38])[CH3:39])[C@H:8]1[O:40][C:41](=[O:42])[CH3:43])(=[O:66])[CH3:67], predict the reactants needed to synthesize it. The reactants are: [CH3:1][C:2]([O:4][CH2:5][C@H:6]1[O:11][C@H:10]([O:12][C@H:13]2[C@H:18]([O:19][C:20]([CH3:22])=[O:21])[C@@H:17]([O:23][C:24]([CH3:26])=[O:25])[CH:16](OC(C)=O)[O:15][C@@H:14]2[CH2:31][O:32][C:33]([CH3:35])=[O:34])[C@H:9]([O:36][C:37]([CH3:39])=[O:38])[C@@H:8]([O:40][C:41]([CH3:43])=[O:42])[C@@H:7]1[O:44][C@H:45]1[O:50][C@H:49]([CH2:51][O:52][C:53]([CH3:55])=[O:54])[C@@H:48]([O:56][C:57]([CH3:59])=[O:58])[C@H:47]([O:60][C:61]([CH3:63])=[O:62])[C@H:46]1[O:64][C:65]([CH3:67])=[O:66])=[O:3].[BrH:68].CC(O)=O. (3) The reactants are: Br[C:2]1[CH:20]=[CH:19][C:5]([C:6]([NH:8][C:9]2[CH:18]=[C:17]3[C:12]([CH:13]=[CH:14][CH:15]=[N:16]3)=[CH:11][CH:10]=2)=[O:7])=[CH:4][CH:3]=1.[CH3:21][C:22]1[CH:23]=[C:24](B(O)O)[CH:25]=[CH:26][CH:27]=1.C(=O)([O-])[O-].[Na+].[Na+]. Given the product [CH3:21][C:22]1[CH:27]=[C:26]([C:2]2[CH:20]=[CH:19][C:5]([C:6]([NH:8][C:9]3[CH:18]=[C:17]4[C:12]([CH:13]=[CH:14][CH:15]=[N:16]4)=[CH:11][CH:10]=3)=[O:7])=[CH:4][CH:3]=2)[CH:25]=[CH:24][CH:23]=1, predict the reactants needed to synthesize it. (4) Given the product [Cl:1][C:2]1[C:9]2[N:10]=[CH:32][N:13]([CH2:14][C:15]3([CH3:31])[CH2:30][CH2:29][CH2:28][C:17]4([O:21][C:20](=[O:22])[N:19]([CH2:23][C:24]([CH3:26])([CH3:25])[CH3:27])[CH2:18]4)[CH2:16]3)[C:8]=2[CH:7]=[C:4]([C:5]#[N:6])[CH:3]=1, predict the reactants needed to synthesize it. The reactants are: [Cl:1][C:2]1[CH:3]=[C:4]([CH:7]=[C:8]([NH:13][CH2:14][C:15]2([CH3:31])[CH2:30][CH2:29][CH2:28][C:17]3([O:21][C:20](=[O:22])[N:19]([CH2:23][C:24]([CH3:27])([CH3:26])[CH3:25])[CH2:18]3)[CH2:16]2)[C:9]=1[N+:10]([O-])=O)[C:5]#[N:6].[CH:32](OC)(OC)OC.C(O)=O.C(O)(C(F)(F)F)=O. (5) The reactants are: [NH2:1][C:2]1[CH:7]=[CH:6][C:5]([N:8]2[CH2:13][CH2:12][N:11](C(OC(C)(C)C)=O)[CH2:10][CH2:9]2)=[CH:4][C:3]=1[NH:21][S:22]([C:25]1[CH:30]=[CH:29][CH:28]=[CH:27][CH:26]=1)(=[O:24])=[O:23].[F:31][C:32]1[CH:37]=[C:36]([F:38])[CH:35]=[CH:34][C:33]=1[S:39](Cl)(=[O:41])=[O:40]. Given the product [F:31][C:32]1[CH:37]=[C:36]([F:38])[CH:35]=[CH:34][C:33]=1[S:39]([NH:1][C:2]1[CH:7]=[CH:6][C:5]([N:8]2[CH2:13][CH2:12][NH:11][CH2:10][CH2:9]2)=[CH:4][C:3]=1[NH:21][S:22]([C:25]1[CH:30]=[CH:29][CH:28]=[CH:27][CH:26]=1)(=[O:23])=[O:24])(=[O:41])=[O:40], predict the reactants needed to synthesize it. (6) Given the product [C:19]([NH:27][C:28]1[CH:37]=[C:36]([C:5]2[CH:6]=[CH:7][C:8]3[O:9][CH2:1][O:2][C:3]=3[CH:4]=2)[CH:35]=[CH:34][C:29]=1[C:30]([OH:32])=[O:31])(=[O:26])[C:20]1[CH:21]=[CH:22][CH:23]=[CH:24][CH:25]=1, predict the reactants needed to synthesize it. The reactants are: [CH2:1]1[O:9][C:8]2[CH:7]=[CH:6][C:5](B(O)O)=[CH:4][C:3]=2[O:2]1.C(=O)([O-])[O-].[Na+].[Na+].[C:19]([NH:27][C:28]1[CH:37]=[C:36](Br)[CH:35]=[CH:34][C:29]=1[C:30]([O:32]C)=[O:31])(=[O:26])[C:20]1[CH:25]=[CH:24][CH:23]=[CH:22][CH:21]=1. (7) The reactants are: C[Si](C)(C)[N-][Si](C)(C)C.[Li+].[C:11]([C:14]1[CH:18]=[CH:17][N:16]([CH3:19])[CH:15]=1)(=[O:13])[CH3:12].[CH3:20][O:21][C:22](C#N)=[O:23]. Given the product [CH3:19][N:16]1[CH:17]=[CH:18][C:14]([C:11](=[O:13])[CH2:12][C:22]([O:21][CH3:20])=[O:23])=[CH:15]1, predict the reactants needed to synthesize it. (8) Given the product [C:17]([O:16][C@H:8]1[C@H:7]([O:20][C:21](=[O:22])[CH3:23])[C@@H:6]([CH2:5][O:4][C:2](=[O:3])[CH3:1])[O:11][CH2:10][C:9]1=[N:36][OH:35])(=[O:18])[CH3:19], predict the reactants needed to synthesize it. The reactants are: [CH3:1][C:2]([O:4][CH2:5][C@H:6]1[O:11][CH:10]=[C:9](OC(C)=O)[C@@H:8]([O:16][C:17]([CH3:19])=[O:18])[C@@H:7]1[O:20][C:21]([CH3:23])=[O:22])=[O:3].N1C=CC=CC=1.Cl.C(Cl)(Cl)Cl.[OH:35][NH2:36].